Dataset: Forward reaction prediction with 1.9M reactions from USPTO patents (1976-2016). Task: Predict the product of the given reaction. (1) Given the reactants [N:1]1C2[CH2:7][CH2:8][N:9]([CH2:11][CH2:12][CH2:13][CH2:14][O:15][C:16]3[CH:25]=[C:24]4[C:19]([CH2:20][CH2:21][C:22](=[O:26])[NH:23]4)=[CH:18][CH:17]=3)[CH2:10][C:5]=2[CH:4]=[N:3][CH:2]=1.C1N=CN2CCNCC=12, predict the reaction product. The product is: [CH:4]1[N:3]=[CH:2][N:1]2[CH2:7][CH2:8][N:9]([CH2:11][CH2:12][CH2:13][CH2:14][O:15][C:16]3[CH:25]=[C:24]4[C:19]([CH2:20][CH2:21][C:22](=[O:26])[NH:23]4)=[CH:18][CH:17]=3)[CH2:10][C:5]=12. (2) Given the reactants [CH3:1][C:2]1[C:7]([CH:8]=[O:9])=[CH:6][CH:5]=[C:4](Cl)[N:3]=1.[CH:11]1([NH:14][C:15](=[O:23])[C:16]2[CH:21]=[CH:20][C:19]([OH:22])=[CH:18][CH:17]=2)[CH2:13][CH2:12]1.C([O-])([O-])=O.[K+].[K+], predict the reaction product. The product is: [CH:11]1([NH:14][C:15](=[O:23])[C:16]2[CH:21]=[CH:20][C:19]([O:22][C:4]3[CH:5]=[CH:6][C:7]([CH:8]=[O:9])=[C:2]([CH3:1])[N:3]=3)=[CH:18][CH:17]=2)[CH2:12][CH2:13]1.